Dataset: NCI-60 drug combinations with 297,098 pairs across 59 cell lines. Task: Regression. Given two drug SMILES strings and cell line genomic features, predict the synergy score measuring deviation from expected non-interaction effect. (1) Drug 1: CS(=O)(=O)C1=CC(=C(C=C1)C(=O)NC2=CC(=C(C=C2)Cl)C3=CC=CC=N3)Cl. Drug 2: CC12CCC3C(C1CCC2O)C(CC4=C3C=CC(=C4)O)CCCCCCCCCS(=O)CCCC(C(F)(F)F)(F)F. Cell line: COLO 205. Synergy scores: CSS=-2.00, Synergy_ZIP=2.84, Synergy_Bliss=5.14, Synergy_Loewe=-3.45, Synergy_HSA=-2.13. (2) Drug 1: CC1=C2C(C(=O)C3(C(CC4C(C3C(C(C2(C)C)(CC1OC(=O)C(C(C5=CC=CC=C5)NC(=O)OC(C)(C)C)O)O)OC(=O)C6=CC=CC=C6)(CO4)OC(=O)C)OC)C)OC. Drug 2: C1=CC(=CC=C1CCC2=CNC3=C2C(=O)NC(=N3)N)C(=O)NC(CCC(=O)O)C(=O)O. Cell line: MDA-MB-435. Synergy scores: CSS=85.1, Synergy_ZIP=9.45, Synergy_Bliss=7.09, Synergy_Loewe=5.14, Synergy_HSA=9.49. (3) Drug 1: C#CCC(CC1=CN=C2C(=N1)C(=NC(=N2)N)N)C3=CC=C(C=C3)C(=O)NC(CCC(=O)O)C(=O)O. Drug 2: CC12CCC3C(C1CCC2OP(=O)(O)O)CCC4=C3C=CC(=C4)OC(=O)N(CCCl)CCCl.[Na+]. Cell line: SK-OV-3. Synergy scores: CSS=-3.19, Synergy_ZIP=4.00, Synergy_Bliss=2.50, Synergy_Loewe=-5.21, Synergy_HSA=-4.73. (4) Synergy scores: CSS=1.22, Synergy_ZIP=0.0885, Synergy_Bliss=-1.51, Synergy_Loewe=-2.91, Synergy_HSA=-2.10. Cell line: OVCAR-8. Drug 1: CCN(CC)CCNC(=O)C1=C(NC(=C1C)C=C2C3=C(C=CC(=C3)F)NC2=O)C. Drug 2: CC(C)CN1C=NC2=C1C3=CC=CC=C3N=C2N. (5) Drug 1: CN(C)C1=NC(=NC(=N1)N(C)C)N(C)C. Drug 2: CC1=C(N=C(N=C1N)C(CC(=O)N)NCC(C(=O)N)N)C(=O)NC(C(C2=CN=CN2)OC3C(C(C(C(O3)CO)O)O)OC4C(C(C(C(O4)CO)O)OC(=O)N)O)C(=O)NC(C)C(C(C)C(=O)NC(C(C)O)C(=O)NCCC5=NC(=CS5)C6=NC(=CS6)C(=O)NCCC[S+](C)C)O. Cell line: SR. Synergy scores: CSS=69.7, Synergy_ZIP=1.45, Synergy_Bliss=1.31, Synergy_Loewe=-12.3, Synergy_HSA=1.17. (6) Cell line: A498. Synergy scores: CSS=31.3, Synergy_ZIP=-9.02, Synergy_Bliss=-1.84, Synergy_Loewe=-0.431, Synergy_HSA=-0.214. Drug 1: C1=CN(C(=O)N=C1N)C2C(C(C(O2)CO)O)O.Cl. Drug 2: CCC1(CC2CC(C3=C(CCN(C2)C1)C4=CC=CC=C4N3)(C5=C(C=C6C(=C5)C78CCN9C7C(C=CC9)(C(C(C8N6C)(C(=O)OC)O)OC(=O)C)CC)OC)C(=O)OC)O.OS(=O)(=O)O. (7) Drug 1: C1=C(C(=O)NC(=O)N1)N(CCCl)CCCl. Drug 2: CN1C2=C(C=C(C=C2)N(CCCl)CCCl)N=C1CCCC(=O)O.Cl. Cell line: SK-MEL-5. Synergy scores: CSS=8.40, Synergy_ZIP=-4.30, Synergy_Bliss=4.14, Synergy_Loewe=-6.67, Synergy_HSA=1.35.